Dataset: B-cell epitopes from IEDB database with 3,159 antigens for binding position prediction. Task: Token-level Classification. Given an antigen amino acid sequence, predict which amino acid positions are active epitope sites capable of antibody binding. Output is a list of indices for active positions. Given the antigen sequence: MLTRFIRRQLILFAIVSVVAIVVLGWYYLRIPSLVGIGQYTLKADLPASGGLYPTANVTYRGITIGKVTAVEPTDQGARVTMSIASNYKIPVDASANVHSVSAVGEQYIDLVSTGAPGKYFSSGQTITKGTVPSEIGPALDNSNRGLAALPTEKIGLLLDETAQAVGGLGPALQRLVDSTQAIVGDFKTNIGDVNDIIENSGPILDSQVNTGDQIERWARKLNNLAAQTATRDQNVRSILSQAAPTADEVNAVFSGVRDSLPQTLANLEVVFDMLKRYHAGVEQLLVFLPQGAAIAQTVLTPTPGAAQLPLAPAINYPPPCLTGFLPASEWRSPADTSPRPLPSGTYCKIPQDAQLQVRGARNIPCVDVLGKRAATPKECRSKDPYVPLGTNPWFGDPNQILTCPAPGARCDQPVKPGLVIPAPSINTGLNPAPADQVQGTPPPVSDPLQRPGSGTVQCNGQQPNPCVYTPTSGPSAVYSPASGELVGPDGVKYAVANSS..., which amino acid positions are active epitope sites? The epitope positions are: [328, 329, 330, 331, 332, 333, 334, 335, 336, 337, 338, 339, 340, 341, 342]. The amino acids at these positions are: SEWRSPADTSPRPLP.